From a dataset of Full USPTO retrosynthesis dataset with 1.9M reactions from patents (1976-2016). Predict the reactants needed to synthesize the given product. Given the product [CH:31]1([O:30][C:28]2[C:27]3[C:22](=[CH:23][CH:24]=[CH:25][CH:26]=3)[N:21]=[C:20]([CH:18]([CH:15]3[CH2:16][CH2:17][N:12]([S:9]([C:6]4[CH:7]=[CH:8][C:3]([O:2][CH3:1])=[CH:4][CH:5]=4)(=[O:10])=[O:11])[CH2:13][CH2:14]3)[CH3:19])[N:29]=2)[CH2:35][CH2:34][CH2:33][CH2:32]1, predict the reactants needed to synthesize it. The reactants are: [CH3:1][O:2][C:3]1[CH:8]=[CH:7][C:6]([S:9]([N:12]2[CH2:17][CH2:16][CH:15]([CH:18]([C:20]3[NH:29][C:28](=[O:30])[C:27]4[C:22](=[CH:23][CH:24]=[CH:25][CH:26]=4)[N:21]=3)[CH3:19])[CH2:14][CH2:13]2)(=[O:11])=[O:10])=[CH:5][CH:4]=1.[CH:31]1(I)[CH2:35][CH2:34][CH2:33][CH2:32]1.C(=O)([O-])[O-].[K+].[K+].CC#N.